This data is from Forward reaction prediction with 1.9M reactions from USPTO patents (1976-2016). The task is: Predict the product of the given reaction. (1) Given the reactants [C:1]([O:5][C@@H:6]([C:12]1[C:28]([CH3:29])=[CH:27][C:15]2[N:16]=[C:17]([C:19]3[CH:24]=[C:23](Cl)[N:22]=[C:21]([Cl:26])[CH:20]=3)[S:18][C:14]=2[C:13]=1[C:30]1[CH:35]=[CH:34][C:33]([Cl:36])=[CH:32][CH:31]=1)[C:7]([O:9][CH2:10][CH3:11])=[O:8])([CH3:4])([CH3:3])[CH3:2].[CH3:37][N:38]1[CH2:43][CH2:42][NH:41][CH2:40][CH2:39]1.CC(N(C)C)=O, predict the reaction product. The product is: [C:1]([O:5][C@@H:6]([C:12]1[C:28]([CH3:29])=[CH:27][C:15]2[N:16]=[C:17]([C:19]3[CH:24]=[C:23]([N:41]4[CH2:42][CH2:43][N:38]([CH3:37])[CH2:39][CH2:40]4)[N:22]=[C:21]([Cl:26])[CH:20]=3)[S:18][C:14]=2[C:13]=1[C:30]1[CH:35]=[CH:34][C:33]([Cl:36])=[CH:32][CH:31]=1)[C:7]([O:9][CH2:10][CH3:11])=[O:8])([CH3:3])([CH3:4])[CH3:2]. (2) Given the reactants [C:1]([O:9][CH2:10][CH3:11])(=[O:8])[CH2:2][C:3]([O:5][CH2:6][CH3:7])=[O:4].[H-].[Na+].Br[C:15]1[C:20]([F:21])=[CH:19][C:18]([F:22])=[CH:17][C:16]=1[F:23].Cl, predict the reaction product. The product is: [F:21][C:20]1[CH:15]=[C:16]([F:23])[CH:17]=[C:18]([F:22])[C:19]=1[CH:2]([C:3]([O:5][CH2:6][CH3:7])=[O:4])[C:1]([O:9][CH2:10][CH3:11])=[O:8]. (3) Given the reactants [CH3:1][N:2]([CH:9]=[O:10])[C:3]1[CH:8]=[CH:7][CH:6]=[CH:5][CH:4]=1.[CH:11](OCCCC)=[CH2:12].ClC(OC(=O)OC(Cl)(Cl)Cl)(Cl)Cl, predict the reaction product. The product is: [CH3:1][N:2]([C:9]([CH:11]=[CH2:12])=[O:10])[C:3]1[CH:8]=[CH:7][CH:6]=[CH:5][CH:4]=1. (4) Given the reactants Br[C:2]1[CH:3]=[C:4]2[C:9](=[CH:10][CH:11]=1)[C:8](=[O:12])[N:7]([CH2:13][CH:14]1[CH2:19][CH2:18][N:17]([CH2:20][C:21]3[O:25][N:24]=[C:23]([C:26]4[CH:31]=[CH:30][CH:29]=[CH:28][CH:27]=4)[CH:22]=3)[CH2:16][CH2:15]1)[C:6]([C:32]([O:34][CH3:35])=[O:33])=[C:5]2[C:36]1[CH:41]=[CH:40][CH:39]=[CH:38][CH:37]=1.C([Li])CCC.[Cl-].[NH4+], predict the reaction product. The product is: [O:12]=[C:8]1[C:9]2[C:4](=[CH:3][CH:2]=[CH:11][CH:10]=2)[C:5]([C:36]2[CH:37]=[CH:38][CH:39]=[CH:40][CH:41]=2)=[C:6]([C:32]([O:34][CH3:35])=[O:33])[N:7]1[CH2:13][CH:14]1[CH2:19][CH2:18][N:17]([CH2:20][C:21]2[O:25][N:24]=[C:23]([C:26]3[CH:31]=[CH:30][CH:29]=[CH:28][CH:27]=3)[CH:22]=2)[CH2:16][CH2:15]1. (5) The product is: [F:33][CH2:32][CH2:31][O:8][C@@H:9]1[CH2:13][CH2:12][N:11]([C:14]([O:16][C:17]([CH3:20])([CH3:19])[CH3:18])=[O:15])[CH2:10]1. Given the reactants [H-].[Na+].CN(C=O)C.[OH:8][C@@H:9]1[CH2:13][CH2:12][N:11]([C:14]([O:16][C:17]([CH3:20])([CH3:19])[CH3:18])=[O:15])[CH2:10]1.C1(C)C=CC(S(O[CH2:31][CH2:32][F:33])(=O)=O)=CC=1, predict the reaction product.